Dataset: Peptide-MHC class II binding affinity with 134,281 pairs from IEDB. Task: Regression. Given a peptide amino acid sequence and an MHC pseudo amino acid sequence, predict their binding affinity value. This is MHC class II binding data. (1) The peptide sequence is DKELYPLASLRSLFG. The MHC is HLA-DQA10501-DQB10201 with pseudo-sequence HLA-DQA10501-DQB10201. The binding affinity (normalized) is 0.0570. (2) The peptide sequence is DVKFPGGFQIVGGVY. The MHC is HLA-DQA10501-DQB10301 with pseudo-sequence HLA-DQA10501-DQB10301. The binding affinity (normalized) is 0.591. (3) The peptide sequence is GRFYIQMCTELKLSDYEG. The MHC is DRB1_0901 with pseudo-sequence DRB1_0901. The binding affinity (normalized) is 0.514. (4) The peptide sequence is RLLDILEAIKLIRKK. The MHC is DRB1_1302 with pseudo-sequence DRB1_1302. The binding affinity (normalized) is 0.269.